From a dataset of Drug-target binding data from BindingDB using IC50 measurements. Regression. Given a target protein amino acid sequence and a drug SMILES string, predict the binding affinity score between them. We predict pIC50 (pIC50 = -log10(IC50 in M); higher means more potent). Dataset: bindingdb_ic50. (1) The drug is O=C(CCC(=O)Nc1cc(Br)c(O)c(Br)c1)Nc1cc(Br)c(O)c(Br)c1. The target protein sequence is MSEIENSTITSSADRMVGMDHAEVRYFTSYDHHGIHEEMLKDDVRTRSYRDSIYQNRHIFKDKVVLDVGCGTGILSMFAAKAGAKHVIGVDMSSIIEKAREIVAVNGLADKITLLQGKMEEVQLPFPSVDIIISEWMGYFLLYESMLDTVLYAQDRYLVPGGKIFPDKATMYLAGIEDGEYKDDKIGFWDNVYGFDYSPMKEIALTEPLVDTVELKALVTDPCPIITFDLYTVTKEDLAFEVPYSLPVKRSDFVHAVIAWFDIEFGACHKPINFSTGPHAKYTHWKQTVFYLRDVLTVEEEESISGVLSNRPNDKNKRDLDINLTYKLETQDQTRFAEGGCFYRM. The pIC50 is 3.8. (2) The compound is Cc1sc(NC(=S)N2CCOCC2)c(C(=O)O)c1C. The pIC50 is 4.7. The target protein (P33527) has sequence MALRGFCSADGSDPLWDWNVTWNTSNPDFTKCFQNTVLVWVPCFYLWACFPFYFLYLSRHDRGYIQMTPLNKTKTALGFLLWIVCWADLFYSFWERSRGIFLAPVFLVSPTLLGITMLLATFLIQLERRKGVQSSGIMLTFWLVALVCALAILRSKIMTALKEDAQVDLFRDITFYVYFSLLLIQLVLSCFSDRSPLFSETIHDPNPCPESSASFLSRITFWWITGLIVRGYRQPLEGSDLWSLNKEDTSEQVVPVLVKNWKKECAKTRKQPVKVVYSSKDPAQPKESSKVDANEEVEALIVKSPQKEWNPSLFKVLYKTFGPYFLMSFFFKAIHDLMMFSGPQILKLLIKFVNDTKAPDWQGYFYTVLLFVTACLQTLVLHQYFHICFVSGMRIKTAVIGAVYRKALVITNSARKSSTVGEIVNLMSVDAQRFMDLATYINMIWSAPLQVILALYLLWLNLGPSVLAGVAVMVLMVPVNAVMAMKTKTYQVAHMKSKDN.... (3) The drug is CC(C)C(C(=O)OC(C)(C)C)N1C(=O)C(NC(=O)OCc2ccccc2)CS1(=O)=O. The target protein sequence is MAKQKIKIKKNKIGAVLLVGLFGLLFFILVLRISYIMITGHSNGQDLVMKANEKYLVKNAQQPERGKIYDRNGKVLAEDVERYKLVAVIDKKASANSKKPRHVVDKKETAKKLSTVINMKPEEIEKRLSQKKAFQIEFGRKGTNLTYQDKLKIEKMNLPGISLLPETERFYPNGNFASHLIGRAQKNPDTGELKGALGVEKIFDSYLSGSKGSLRYIHDIWGYIAPNTKKEKQPKRGDDVHLTIDSNIQVFVEEALDGMVERYQPKDLFAVVMDAKTGEILAYSQRPTFNPETGKDFGKKWANDLYQNTYEPGSTFKSYGLAAAIQEGAFDPDKKYKSGHRDIMGSRISDWNRVGWGEIPMSLGFTYSSNTLMMHLQDLVGADKMKSWYERFGFGKSTKGMFDGEAPGQIGWSNELQQKTSSFGQSTTVTPVQMLQAQSAFFNDGNMLKPWFVNSVENPVSKRQFYKGQKQIAGKPITKDTAEKVEKQLDLVVNSKKSHA.... The pIC50 is 3.2. (4) The drug is O=c1cc(OCCCn2ccnc2)ccn1Cc1ccccc1Cl. The target protein (P54616) has sequence MNFSLEGRNIVVMGVANKRSIAWGIARSLHEAGARLIFTYAGERLEKSVHELAGTLDRNDSIILPCDVTNDAEIETCFASIKEQVGVIHGIAHCIAFANKEELVGEYLNTNRDGFLLAHNISSYSLTAVVKAARPMMTEGGSIVTLTYLGGELVMPNYNVMGVAKASLDASVKYLAADLGKENIRVNSISAGPIRTLSAKGISDFNSILKDIEERAPLRRTTTPEEVGDTAAFLFSDMSRGITGENLHVDSGFHITAR. The pIC50 is 4.5. (5) The compound is CCn1cc(C#N)c2cc(Oc3ccc(N(C)C(=O)[C@@H]4CCC(=O)N4)cc3)ccc21. The target protein (P16118) has sequence MSPEMGELTQTRLQKIWIPHSSGSSRLQRRRGSSIPQFTNSPTMVIMVGLPARGKTYISTKLTRYLNWIGTPTKVFNLGQYRREAVSYKNYEFFLPDNMEALQIRKQCALAALKDVHNYLSHEEGHVAVFDATNTTRERRSLILQFAKEHGYKVFFIESICNDPGIIAENIRQVKLGSPDYIDCDREKVLEDFLKRIECYEVNYQPLDEELDSHLSYIKIFDVGTRYMVNRVQDHIQSRTVYYLMNIHVTPRSIYLCRHGESELNIRGRIGGDSGLSVRGKQYAYALANFIQSQGISSLKVWTSHMKRTIQTAEALGVPYEQWKALNEIDAGVCEEMTYEEIQEHYPEEFALRDQDKYRYRYPKGESYEDLVQRLEPVIMELERQENVLVICHQAVMRCLLAYFLDKSSDELPYLKCPLHTVLKLTPVAYGCKVESIYLNVEAVNTHREKPENVDITREPEEALDTVPAHY. The pIC50 is 4.0.